Task: Predict the product of the given reaction.. Dataset: Forward reaction prediction with 1.9M reactions from USPTO patents (1976-2016) (1) The product is: [Cl:13][C:14]1[N:15]=[C:16]([NH2:21])[N:17]=[C:18]([NH:12][C:9]2([CH2:8][C:2]3[CH:7]=[CH:6][CH:5]=[CH:4][CH:3]=3)[CH2:11][CH2:10]2)[CH:19]=1. Given the reactants Cl.[C:2]1([CH2:8][C:9]2([NH2:12])[CH2:11][CH2:10]2)[CH:7]=[CH:6][CH:5]=[CH:4][CH:3]=1.[Cl:13][C:14]1[CH:19]=[C:18](Cl)[N:17]=[C:16]([NH2:21])[N:15]=1.CCN(CC)CC.C([O-])([O-])=O.[K+].[K+], predict the reaction product. (2) Given the reactants Cl[C:2]1[CH:3]=[CH:4][C:5]2[N:6]([C:8]([C:11]([NH:13][C:14]3[CH:19]=[CH:18][CH:17]=[C:16]([C:20]4[N:24]=[C:23]([CH:25]([CH3:27])[CH3:26])[O:22][N:21]=4)[CH:15]=3)=[O:12])=[CH:9][N:10]=2)[N:7]=1.[CH:28]1([NH2:35])[CH2:33][CH2:32][CH:31]([NH2:34])[CH2:30][CH2:29]1, predict the reaction product. The product is: [NH2:34][C@H:31]1[CH2:32][CH2:33][C@H:28]([NH:35][C:2]2[CH:3]=[CH:4][C:5]3[N:6]([C:8]([C:11]([NH:13][C:14]4[CH:19]=[CH:18][CH:17]=[C:16]([C:20]5[N:24]=[C:23]([CH:25]([CH3:27])[CH3:26])[O:22][N:21]=5)[CH:15]=4)=[O:12])=[CH:9][N:10]=3)[N:7]=2)[CH2:29][CH2:30]1. (3) Given the reactants [Cl:1][C:2]1=[N:3][C:4]2[CH:16]=[C:15]([C:17](Cl)=[O:18])[CH:14]=[CH:13][C:5]=2[S:6][C:7]2[CH:12]=[CH:11][CH:10]=[CH:9][C:8]1=2.C(N(CC)CC)C.[F:27][C:28]1([F:35])[CH2:33][CH2:32][CH:31]([NH2:34])[CH2:30][CH2:29]1, predict the reaction product. The product is: [Cl:1][C:2]1=[N:3][C:4]2[CH:16]=[C:15]([C:17]([NH:34][CH:31]3[CH2:32][CH2:33][C:28]([F:35])([F:27])[CH2:29][CH2:30]3)=[O:18])[CH:14]=[CH:13][C:5]=2[S:6][C:7]2[CH:12]=[CH:11][CH:10]=[CH:9][C:8]1=2. (4) Given the reactants [Cl:1][C:2]1[CH:11]=[C:10]2[C:5]([CH2:6][CH:7]([C:12]3([CH3:15])[CH2:14][CH2:13]3)[N:8]=[CH:9]2)=[CH:4][C:3]=1[O:16][CH2:17][CH2:18][CH2:19][O:20][CH3:21].C(O[CH:25]=[C:26]([C:32](=[O:34])[CH3:33])[C:27]([O:29][CH2:30][CH3:31])=[O:28])C, predict the reaction product. The product is: [Cl:1][C:2]1[C:3]([O:16][CH2:17][CH2:18][CH2:19][O:20][CH3:21])=[CH:4][C:5]2[CH2:6][CH:7]([C:12]3([CH3:15])[CH2:14][CH2:13]3)[N:8]3[CH:9]([CH2:33][C:32](=[O:34])[C:26]([C:27]([O:29][CH2:30][CH3:31])=[O:28])=[CH:25]3)[C:10]=2[CH:11]=1. (5) Given the reactants [Cl:1][C:2]1[NH:7][C:6](=[O:8])[NH:5][C:4](=[O:9])[CH:3]=1.Br[CH2:11][C:12]1[CH:17]=[CH:16][C:15]([C:18]2[C:19]([C:24]#[N:25])=[CH:20][CH:21]=[CH:22][CH:23]=2)=[CH:14][CH:13]=1.C(=O)([O-])[O-].[K+].[K+].[OH-].[Na+], predict the reaction product. The product is: [Cl:1][C:2]1[N:7]([CH2:11][C:12]2[CH:13]=[CH:14][C:15]([C:18]3[C:19]([C:24]#[N:25])=[CH:20][CH:21]=[CH:22][CH:23]=3)=[CH:16][CH:17]=2)[C:6](=[O:8])[NH:5][C:4](=[O:9])[CH:3]=1.